Task: Predict the reactants needed to synthesize the given product.. Dataset: Full USPTO retrosynthesis dataset with 1.9M reactions from patents (1976-2016) Given the product [F:22][C:21]([F:24])([F:23])[C:44]([OH:47])=[O:45].[Cl:1][C:2]1[CH:7]=[CH:6][C:5]([NH:8][C:9]2[NH:10][C:11]([C:14]3[CH:15]=[C:16]([CH:17]=[CH:18][CH:19]=3)[O:20][C:36]3[N:37]=[C:38]([NH2:43])[N:39]=[C:40]([NH2:42])[CH:41]=3)=[N:12][N:13]=2)=[CH:4][C:3]=1[C:21]([F:22])([F:23])[F:24], predict the reactants needed to synthesize it. The reactants are: [Cl:1][C:2]1[CH:7]=[CH:6][C:5]([NH:8][C:9]2[NH:10][C:11]([C:14]3[CH:15]=[C:16]([OH:20])[CH:17]=[CH:18][CH:19]=3)=[N:12][N:13]=2)=[CH:4][C:3]=1[C:21]([F:24])([F:23])[F:22].C[Si]([N-][Si](C)(C)C)(C)C.[K+].Cl[C:36]1[CH:41]=[C:40]([NH2:42])[N:39]=[C:38]([NH2:43])[N:37]=1.[C:44]([O-:47])([O-])=[O:45].[K+].[K+].